Predict the reaction yield, written as a fraction of the theoretical maximum amount of product (1.0 means a 100% yield; for example, 0.34 means a 34% yield). From a dataset of Reaction yield outcomes from USPTO patents with 853,638 reactions. (1) The reactants are [CH3:1][O:2][C:3]1[CH:4]=[C:5]2[C:10](=[CH:11][CH:12]=1)[C:9](=[O:13])[NH:8][CH:7]=[CH:6]2.C1C(=O)N([Br:21])C(=O)C1. The catalyst is C(#N)C. The product is [Br:21][C:6]1[C:5]2[C:10](=[CH:11][CH:12]=[C:3]([O:2][CH3:1])[CH:4]=2)[C:9](=[O:13])[NH:8][CH:7]=1. The yield is 0.552. (2) The reactants are [OH:1][C:2]1[CH:3]=[C:4]2[C:9](=[CH:10][C:11]=1[CH3:12])[CH:8]=[N:7][CH:6]=[CH:5]2.Cl[C:14]1[C:23]2[C:18](=[CH:19][C:20]([O:26][CH3:27])=[C:21]([O:24][CH3:25])[CH:22]=2)[N:17]=[CH:16][CH:15]=1.O. The product is [CH3:25][O:24][C:21]1[CH:22]=[C:23]2[C:18](=[CH:19][C:20]=1[O:26][CH3:27])[N:17]=[CH:16][CH:15]=[C:14]2[O:1][C:2]1[CH:3]=[C:4]2[C:9](=[CH:10][C:11]=1[CH3:12])[CH:8]=[N:7][CH:6]=[CH:5]2. The catalyst is CN(C)C1C=CN=CC=1.ClC1C=CC=CC=1Cl. The yield is 0.580. (3) The reactants are [N:1]1[CH:6]=[CH:5][CH:4]=[C:3]([C:7]2[CH:16]=[CH:15][C:10]([C:11]([O:13]C)=[O:12])=[CH:9][CH:8]=2)[CH:2]=1.[ClH:17]. The catalyst is O1CCOCC1. The product is [ClH:17].[N:1]1[CH:6]=[CH:5][CH:4]=[C:3]([C:7]2[CH:16]=[CH:15][C:10]([C:11]([OH:13])=[O:12])=[CH:9][CH:8]=2)[CH:2]=1. The yield is 0.930. (4) The reactants are [CH2:1]([O:8][C:9](=[O:16])[CH2:10][O:11]S(C)(=O)=O)[C:2]1[CH:7]=[CH:6][CH:5]=[CH:4][CH:3]=1.[C:17]([O:21][P:22]([O-])([O:24][C:25]([CH3:28])([CH3:27])[CH3:26])=[O:23])([CH3:20])([CH3:19])[CH3:18]. The yield is 0.390. The catalyst is C1COCC1. The product is [CH2:1]([O:8][C:9](=[O:16])[CH2:10][O:11][P:22]([O:21][C:17]([CH3:20])([CH3:19])[CH3:18])([O:24][C:25]([CH3:26])([CH3:27])[CH3:28])=[O:23])[C:2]1[CH:7]=[CH:6][CH:5]=[CH:4][CH:3]=1.